Dataset: NCI-60 drug combinations with 297,098 pairs across 59 cell lines. Task: Regression. Given two drug SMILES strings and cell line genomic features, predict the synergy score measuring deviation from expected non-interaction effect. (1) Drug 1: C1C(C(OC1N2C=C(C(=O)NC2=O)F)CO)O. Drug 2: CC1C(C(CC(O1)OC2CC(CC3=C2C(=C4C(=C3O)C(=O)C5=CC=CC=C5C4=O)O)(C(=O)C)O)N)O. Cell line: OVCAR-5. Synergy scores: CSS=36.1, Synergy_ZIP=-6.25, Synergy_Bliss=-8.46, Synergy_Loewe=-7.82, Synergy_HSA=-3.58. (2) Drug 1: C1=CC(=CC=C1CCC2=CNC3=C2C(=O)NC(=N3)N)C(=O)NC(CCC(=O)O)C(=O)O. Drug 2: CNC(=O)C1=NC=CC(=C1)OC2=CC=C(C=C2)NC(=O)NC3=CC(=C(C=C3)Cl)C(F)(F)F. Cell line: EKVX. Synergy scores: CSS=31.4, Synergy_ZIP=-0.939, Synergy_Bliss=3.03, Synergy_Loewe=2.21, Synergy_HSA=2.06. (3) Drug 1: CN1CCC(CC1)COC2=C(C=C3C(=C2)N=CN=C3NC4=C(C=C(C=C4)Br)F)OC. Drug 2: CCCCCOC(=O)NC1=NC(=O)N(C=C1F)C2C(C(C(O2)C)O)O. Cell line: OVCAR3. Synergy scores: CSS=21.3, Synergy_ZIP=-1.43, Synergy_Bliss=6.21, Synergy_Loewe=-7.83, Synergy_HSA=5.14. (4) Drug 1: C1=CC(=C2C(=C1NCCNCCO)C(=O)C3=C(C=CC(=C3C2=O)O)O)NCCNCCO. Drug 2: C1=NC2=C(N1)C(=S)N=CN2. Cell line: BT-549. Synergy scores: CSS=40.2, Synergy_ZIP=-6.24, Synergy_Bliss=-8.09, Synergy_Loewe=-11.4, Synergy_HSA=-3.73. (5) Drug 1: CCC1=CC2CC(C3=C(CN(C2)C1)C4=CC=CC=C4N3)(C5=C(C=C6C(=C5)C78CCN9C7C(C=CC9)(C(C(C8N6C)(C(=O)OC)O)OC(=O)C)CC)OC)C(=O)OC.C(C(C(=O)O)O)(C(=O)O)O. Drug 2: CC(C)(C#N)C1=CC(=CC(=C1)CN2C=NC=N2)C(C)(C)C#N. Cell line: NCI-H226. Synergy scores: CSS=34.9, Synergy_ZIP=-0.0321, Synergy_Bliss=0.489, Synergy_Loewe=1.45, Synergy_HSA=1.00. (6) Drug 1: CN1CCC(CC1)COC2=C(C=C3C(=C2)N=CN=C3NC4=C(C=C(C=C4)Br)F)OC. Drug 2: CS(=O)(=O)CCNCC1=CC=C(O1)C2=CC3=C(C=C2)N=CN=C3NC4=CC(=C(C=C4)OCC5=CC(=CC=C5)F)Cl. Cell line: PC-3. Synergy scores: CSS=9.94, Synergy_ZIP=-2.01, Synergy_Bliss=4.60, Synergy_Loewe=2.14, Synergy_HSA=5.80. (7) Drug 1: C1CN(CCN1C(=O)CCBr)C(=O)CCBr. Drug 2: CC1=C(C(=O)C2=C(C1=O)N3CC4C(C3(C2COC(=O)N)OC)N4)N. Cell line: IGROV1. Synergy scores: CSS=15.6, Synergy_ZIP=-4.78, Synergy_Bliss=-2.79, Synergy_Loewe=-5.29, Synergy_HSA=-3.01. (8) Drug 1: CC1=C2C(C(=O)C3(C(CC4C(C3C(C(C2(C)C)(CC1OC(=O)C(C(C5=CC=CC=C5)NC(=O)OC(C)(C)C)O)O)OC(=O)C6=CC=CC=C6)(CO4)OC(=O)C)OC)C)OC. Drug 2: CCN(CC)CCNC(=O)C1=C(NC(=C1C)C=C2C3=C(C=CC(=C3)F)NC2=O)C. Cell line: SF-295. Synergy scores: CSS=34.5, Synergy_ZIP=0.0442, Synergy_Bliss=-1.67, Synergy_Loewe=-33.0, Synergy_HSA=-1.43. (9) Drug 1: C1=CC(=CC=C1CC(C(=O)O)N)N(CCCl)CCCl.Cl. Drug 2: CCCCCOC(=O)NC1=NC(=O)N(C=C1F)C2C(C(C(O2)C)O)O. Cell line: HCT-15. Synergy scores: CSS=21.2, Synergy_ZIP=-5.30, Synergy_Bliss=1.29, Synergy_Loewe=-1.35, Synergy_HSA=-1.82.